From a dataset of Full USPTO retrosynthesis dataset with 1.9M reactions from patents (1976-2016). Predict the reactants needed to synthesize the given product. (1) Given the product [CH3:64][O:63][C:61](=[O:62])/[CH:60]=[CH:59]/[C@@H:58]([NH:57][C:14]([C@@H:9]1[CH2:10][CH2:11][CH2:12][CH2:13][N:8]1[C:6]([O:5][C:2]([CH3:1])([CH3:3])[CH3:4])=[O:7])=[O:16])[CH2:65][CH:66]([CH3:68])[CH3:67], predict the reactants needed to synthesize it. The reactants are: [CH3:1][C:2]([O:5][C:6]([N:8]1[CH2:13][CH2:12][CH2:11][CH2:10][C@H:9]1[C:14]([OH:16])=O)=[O:7])([CH3:4])[CH3:3].CN(C(ON1N=NC2C=CC=NC1=2)=[N+](C)C)C.F[P-](F)(F)(F)(F)F.CCN(C(C)C)C(C)C.FC(F)(F)C(O)=O.[NH2:57][C@@H:58]([CH2:65][CH:66]([CH3:68])[CH3:67])/[CH:59]=[CH:60]/[C:61]([O:63][CH3:64])=[O:62]. (2) Given the product [Cl:1][CH2:2][C:3]([O:15][CH:8]1[CH:9]([CH:12]([CH3:13])[CH3:14])[CH2:10][CH2:11][CH:6]([CH3:16])[CH2:7]1)=[O:4], predict the reactants needed to synthesize it. The reactants are: [Cl:1][CH2:2][C:3](Cl)=[O:4].[CH:6]1([CH3:16])[CH2:11][CH2:10][CH:9]([CH:12]([CH3:14])[CH3:13])[CH:8]([OH:15])[CH2:7]1.N1C=CC=CC=1. (3) Given the product [CH3:1][N:2]1[CH2:6][CH2:5][CH2:4][CH:3]1[C:7]1[CH:8]=[C:9]([CH:13]=[O:14])[CH:10]=[N:11][CH:12]=1, predict the reactants needed to synthesize it. The reactants are: [CH3:1][N:2]1[CH2:6][CH2:5][CH2:4][C@H:3]1[C:7]1[CH2:8][C:9]([CH:13]=[O:14])=[CH:10][NH:11][CH:12]=1.[S]. (4) Given the product [CH3:12][C:13]1[C:18]([CH3:19])=[CH:17][C:16]([CH3:20])=[CH:15][N+:14]=1[O-:9], predict the reactants needed to synthesize it. The reactants are: ClC1C=CC=C(C(OO)=[O:9])C=1.[CH3:12][C:13]1[C:18]([CH3:19])=[CH:17][C:16]([CH3:20])=[CH:15][N:14]=1. (5) Given the product [OH:27][CH2:26][C:20]1([NH:19][C:15]([C:7]2[CH:6]=[N:5][C:4]([CH:1]3[CH2:2][CH2:3]3)=[C:9]([O:10][CH2:11][CH:12]3[CH2:13][CH2:14]3)[N:8]=2)=[O:17])[CH2:25][CH2:24][CH2:23][CH2:22][CH2:21]1, predict the reactants needed to synthesize it. The reactants are: [CH:1]1([C:4]2[N:5]=[CH:6][C:7]([C:15]([OH:17])=O)=[N:8][C:9]=2[O:10][CH2:11][CH:12]2[CH2:14][CH2:13]2)[CH2:3][CH2:2]1.Cl.[NH2:19][C:20]1([CH2:26][OH:27])[CH2:25][CH2:24][CH2:23][CH2:22][CH2:21]1. (6) Given the product [C:12]1([S:18]([N:21]2[C:29]3[C:24](=[CH:25][CH:26]=[CH:27][CH:28]=3)[CH:23]=[C:22]2[C:3]2([OH:10])[CH:4]=[CH:5][C:6](=[O:9])[CH:7]=[CH:8]2)(=[O:20])=[O:19])[CH:13]=[CH:14][CH:15]=[CH:16][CH:17]=1, predict the reactants needed to synthesize it. The reactants are: CO[C:3]1([O:10]C)[CH:8]=[CH:7][C:6](=[O:9])[CH:5]=[CH:4]1.[C:12]1([S:18]([N:21]2[C:29]3[C:24](=[CH:25][CH:26]=[CH:27][CH:28]=3)[CH:23]=[CH:22]2)(=[O:20])=[O:19])[CH:17]=[CH:16][CH:15]=[CH:14][CH:13]=1.